From a dataset of Catalyst prediction with 721,799 reactions and 888 catalyst types from USPTO. Predict which catalyst facilitates the given reaction. (1) Reactant: [SH:1][C:2]1[CH:10]=[CH:9][C:5]([C:6]([OH:8])=[O:7])=[CH:4][CH:3]=1.[C:11]([O:15][C:16](=[O:21])[C:17](Br)([CH3:19])[CH3:18])([CH3:14])([CH3:13])[CH3:12].[OH-].[K+]. Product: [C:11]([O:15][C:16](=[O:21])[C:17]([S:1][C:2]1[CH:10]=[CH:9][C:5]([C:6]([OH:8])=[O:7])=[CH:4][CH:3]=1)([CH3:19])[CH3:18])([CH3:14])([CH3:13])[CH3:12]. The catalyst class is: 40. (2) Reactant: Br[C:2]1[CH:3]=[C:4]([CH2:11][O:12][C:13]2[CH:18]=[CH:17][CH:16]=[CH:15][C:14]=2[CH2:19][C:20]([O:22][C:23]([CH3:26])([CH3:25])[CH3:24])=[O:21])[C:5]2[O:9][CH2:8][O:7][C:6]=2[CH:10]=1.[C:27]([O:31][C:32]([NH:34][C@@H:35]([C:37]1[C:38]([F:66])=[C:39](C2C=C(O)C=C(COC3C=CC=CC=3CC(OC(C)(C)C)=O)C=2)[CH:40]=[CH:41][CH:42]=1)[CH3:36])=[O:33])([CH3:30])([CH3:29])[CH3:28].[O-]P([O-])([O-])=O.[K+].[K+].[K+].C(Cl)Cl. Product: [C:27]([O:31][C:32]([NH:34][C@@H:35]([C:37]1[C:38]([F:66])=[C:39]([C:2]2[CH:3]=[C:4]([CH2:11][O:12][C:13]3[CH:18]=[CH:17][CH:16]=[CH:15][C:14]=3[CH2:19][C:20]([O:22][C:23]([CH3:26])([CH3:25])[CH3:24])=[O:21])[C:5]3[O:9][CH2:8][O:7][C:6]=3[CH:10]=2)[CH:40]=[CH:41][CH:42]=1)[CH3:36])=[O:33])([CH3:28])([CH3:29])[CH3:30]. The catalyst class is: 3. (3) Product: [NH2:1][C:2]1[N:7]=[N:6][C:5]([CH2:8][CH2:9][CH2:10][CH2:11][N:12]2[CH:16]=[C:15]([C:17]([O:19][C:20]([CH3:23])([CH3:22])[CH3:21])=[O:18])[N:14]=[N:13]2)=[CH:4][C:3]=1[C:33]#[C:32][C:34]1[CH:39]=[CH:38][CH:37]=[CH:36][C:35]=1[F:40]. The catalyst class is: 540. Reactant: [NH2:1][C:2]1[N:7]=[N:6][C:5]([CH2:8][CH2:9][CH2:10][CH2:11][N:12]2[CH:16]=[C:15]([C:17]([O:19][C:20]([CH3:23])([CH3:22])[CH3:21])=[O:18])[N:14]=[N:13]2)=[CH:4][C:3]=1Br.C(N(CC)CC)C.[C:32]([C:34]1[CH:39]=[CH:38][CH:37]=[CH:36][C:35]=1[F:40])#[CH:33]. (4) Reactant: [CH:1]12[O:8][CH:5]([CH:6]=[CH:7]1)[CH2:4][CH2:3][C:2]2=O.N1CCCC1.CC1C=CC([S:22](O)(=O)=O)=CC=1.O.[S].[N:28]#[C:29][NH2:30]. Product: [S:22]1[C:3]2[CH2:4][CH:5]3[O:8][CH:1]([C:2]=2[N:28]=[C:29]1[NH2:30])[CH2:7][CH2:6]3. The catalyst class is: 244.